This data is from Full USPTO retrosynthesis dataset with 1.9M reactions from patents (1976-2016). The task is: Predict the reactants needed to synthesize the given product. (1) Given the product [F:1][C:2]1[CH:3]=[CH:4][C:5]([O:26][CH3:27])=[C:6]([C:8]2[CH:13]=[CH:12][N:11]=[C:10]3[N:14]([S:17]([C:20]4[CH:25]=[CH:24][C:23]([CH3:28])=[CH:22][CH:21]=4)(=[O:19])=[O:18])[C:15]([C:36]4([OH:39])[CH2:37][CH2:38][O:33][CH2:34][CH2:35]4)=[CH:16][C:9]=23)[CH:7]=1, predict the reactants needed to synthesize it. The reactants are: [F:1][C:2]1[CH:3]=[CH:4][C:5]([O:26][CH3:27])=[C:6]([C:8]2[CH:13]=[CH:12][N:11]=[C:10]3[N:14]([S:17]([C:20]4[CH:25]=[CH:24][CH:23]=[CH:22][CH:21]=4)(=[O:19])=[O:18])[CH:15]=[CH:16][C:9]=23)[CH:7]=1.[CH2:28]([Li])CCC.[O:33]1[CH2:38][CH2:37][C:36](=[O:39])[CH2:35][CH2:34]1. (2) Given the product [CH2:27]([O:26][C:24](=[O:25])[CH2:23][N:15]1[C:16]2[C:12](=[C:11]([O:10][C:7]3[CH:6]=[CH:5][C:4]([N+:1]([O-:3])=[O:2])=[CH:9][N:8]=3)[CH:19]=[CH:18][CH:17]=2)[CH:13]=[CH:14]1)[CH3:28], predict the reactants needed to synthesize it. The reactants are: [N+:1]([C:4]1[CH:5]=[CH:6][C:7]([O:10][C:11]2[CH:19]=[CH:18][CH:17]=[C:16]3[C:12]=2[CH:13]=[CH:14][NH:15]3)=[N:8][CH:9]=1)([O-:3])=[O:2].[H-].[Na+].Br[CH2:23][C:24]([O:26][CH2:27][CH3:28])=[O:25]. (3) Given the product [Br:1][C:2]1[CH:7]=[CH:6][C:5]([CH:8]([C:20]2[CH:25]=[CH:24][CH:23]=[CH:22][C:21]=2[CH3:26])[CH2:9]/[C:10](/[C:12]2[CH:13]=[CH:14][C:15](=[O:19])[N:16]([CH3:18])[CH:17]=2)=[N:28]\[OH:29])=[CH:4][CH:3]=1, predict the reactants needed to synthesize it. The reactants are: [Br:1][C:2]1[CH:7]=[CH:6][C:5]([CH:8]([C:20]2[CH:25]=[CH:24][CH:23]=[CH:22][C:21]=2[CH3:26])[CH2:9][C:10]([C:12]2[CH:13]=[CH:14][C:15](=[O:19])[N:16]([CH3:18])[CH:17]=2)=O)=[CH:4][CH:3]=1.Cl.[NH2:28][OH:29].C([O-])(O)=O.[Na+]. (4) The reactants are: [Cl-].[CH3:2][O:3]C[P+](C1C=CC=CC=1)(C1C=CC=CC=1)C1C=CC=CC=1.[CH3:24][C:25]([C:36]1[CH:37]=[N:38][CH:39]=[CH:40][CH:41]=1)([CH2:28][C:29]1[CH:34]=[CH:33][C:32]([CH3:35])=[CH:31][CH:30]=1)[CH:26]=O. Given the product [CH3:24][C:25]([C:36]1[CH:37]=[N:38][CH:39]=[CH:40][CH:41]=1)([CH2:28][C:29]1[CH:34]=[CH:33][C:32]([CH3:35])=[CH:31][CH:30]=1)[CH2:26][CH:2]=[O:3], predict the reactants needed to synthesize it. (5) Given the product [CH3:1][C:2]1([CH3:40])[CH2:7][C:6](=[O:8])[N:5]([CH2:9][CH2:10][CH2:11][CH2:12][N:13]2[CH2:18][CH2:17][N:16]([C:19]3[N:24]=[CH:23][CH:22]=[CH:21][N:20]=3)[CH2:15][CH2:14]2)[C:4](=[O:25])[CH:3]1[OH:26], predict the reactants needed to synthesize it. The reactants are: [CH3:1][C:2]1([CH3:40])[CH2:7][C:6](=[O:8])[N:5]([CH2:9][CH2:10][CH2:11][CH2:12][N:13]2[CH2:18][CH2:17][N:16]([C:19]3[N:24]=[CH:23][CH:22]=[CH:21][N:20]=3)[CH2:15][CH2:14]2)[C:4](=[O:25])[CH:3]1[O:26]C(OCC1C=CC([N+]([O-])=O)=CC=1)=O.CCOCC. (6) Given the product [F:1][C:2]([F:7])([F:6])[C:3]([OH:5])=[O:4].[F:8][C:9]([F:14])([F:13])[C:10]([OH:12])=[O:11].[Cl:22][C:23]1[CH:24]=[N:25][C:26]2[NH:27][C:28]3[CH:29]=[N:30][CH:31]=[C:32]([CH:54]=3)[CH2:33][CH2:34][C:35]3[CH:43]=[C:39]([NH:40][C:41]=1[N:42]=2)[CH:38]=[CH:37][C:36]=3[NH:44][C:45](=[O:53])[CH2:46][CH:47]1[CH2:52][CH2:51][N:50]([C:63]([NH:62][C:59]2[CH:60]=[CH:61][C:56]([F:55])=[CH:57][CH:58]=2)=[O:64])[CH2:49][CH2:48]1, predict the reactants needed to synthesize it. The reactants are: [F:1][C:2]([F:7])([F:6])[C:3]([OH:5])=[O:4].[F:8][C:9]([F:14])([F:13])[C:10]([OH:12])=[O:11].FC(F)(F)C(O)=O.[Cl:22][C:23]1[CH:24]=[N:25][C:26]2[NH:27][C:28]3[CH:29]=[N:30][CH:31]=[C:32]([CH:54]=3)[CH2:33][CH2:34][C:35]3[CH:43]=[C:39]([NH:40][C:41]=1[N:42]=2)[CH:38]=[CH:37][C:36]=3[NH:44][C:45](=[O:53])[CH2:46][CH:47]1[CH2:52][CH2:51][NH:50][CH2:49][CH2:48]1.[F:55][C:56]1[CH:61]=[CH:60][C:59]([N:62]=[C:63]=[O:64])=[CH:58][CH:57]=1. (7) Given the product [Br:1][C:2]1[C:3]([O:14][CH2:16][CH2:17][CH2:18][C:19]([F:22])([F:21])[F:20])=[CH:4][C:5]([C:6]([O:8][CH2:9][CH3:10])=[O:7])=[CH:11][C:12]=1[CH3:13], predict the reactants needed to synthesize it. The reactants are: [Br:1][C:2]1[C:12]([CH3:13])=[CH:11][C:5]([C:6]([O:8][CH2:9][CH3:10])=[O:7])=[CH:4][C:3]=1[OH:14].Br[CH2:16][CH2:17][CH2:18][C:19]([F:22])([F:21])[F:20].C(=O)([O-])[O-].[K+].[K+].CCOC(C)=O.